This data is from Peptide-MHC class II binding affinity with 134,281 pairs from IEDB. The task is: Regression. Given a peptide amino acid sequence and an MHC pseudo amino acid sequence, predict their binding affinity value. This is MHC class II binding data. (1) The MHC is HLA-DQA10102-DQB10501 with pseudo-sequence HLA-DQA10102-DQB10501. The peptide sequence is KKLVGGVVLLGAMLVGQ. The binding affinity (normalized) is 0.677. (2) The peptide sequence is PGVDYTITVYAVTYY. The MHC is HLA-DQA10102-DQB10602 with pseudo-sequence HLA-DQA10102-DQB10602. The binding affinity (normalized) is 0.205. (3) The peptide sequence is WKVRLLPVPPTVTVF. The MHC is DRB4_0101 with pseudo-sequence DRB4_0103. The binding affinity (normalized) is 0.446. (4) The peptide sequence is SGVAWLVVDPTTLFW. The MHC is DRB5_0101 with pseudo-sequence DRB5_0101. The binding affinity (normalized) is 0.321. (5) The peptide sequence is INISGYNLSLSAAVK. The MHC is DRB1_0901 with pseudo-sequence DRB1_0901. The binding affinity (normalized) is 1.00. (6) The peptide sequence is SGVAWLVVDPTTLFW. The MHC is DRB1_0301 with pseudo-sequence DRB1_0301. The binding affinity (normalized) is 0.638.